This data is from Aqueous solubility values for 9,982 compounds from the AqSolDB database. The task is: Regression/Classification. Given a drug SMILES string, predict its absorption, distribution, metabolism, or excretion properties. Task type varies by dataset: regression for continuous measurements (e.g., permeability, clearance, half-life) or binary classification for categorical outcomes (e.g., BBB penetration, CYP inhibition). For this dataset (solubility_aqsoldb), we predict Y. The molecule is CC(=O)Nc1ccc(S(=O)(=O)NC(C)=O)cc1. The Y is -2.78 log mol/L.